From a dataset of Experimental lipophilicity measurements (octanol/water distribution) for 4,200 compounds from AstraZeneca. Regression/Classification. Given a drug SMILES string, predict its absorption, distribution, metabolism, or excretion properties. Task type varies by dataset: regression for continuous measurements (e.g., permeability, clearance, half-life) or binary classification for categorical outcomes (e.g., BBB penetration, CYP inhibition). For this dataset (lipophilicity_astrazeneca), we predict Y. (1) The molecule is COc1cc(Nc2c(C#N)cnc3cc(OCCCN4CCN(C)CC4)c(OC)cc23)c(Cl)cc1Cl. The Y is 3.50 logD. (2) The molecule is COCCNS(=O)(=O)c1ccc(Nc2nccc(-c3cnc4cccnn34)n2)cc1. The Y is 2.80 logD. (3) The Y is -1.42 logD. The drug is CCC(CO)NCCNC(CC)CO. (4) The drug is O=c1nc(NCc2ccccc2)sn1Cc1ccccc1. The Y is 3.01 logD.